From a dataset of Reaction yield outcomes from USPTO patents with 853,638 reactions. Predict the reaction yield, written as a fraction of the theoretical maximum amount of product (1.0 means a 100% yield; for example, 0.34 means a 34% yield). (1) The catalyst is CN(C=O)C. The reactants are [Br:1][C:2]1[CH:7]=[CH:6][C:5]([CH2:8][OH:9])=[C:4]([CH2:10][CH3:11])[CH:3]=1.[H-].[Na+].[CH3:14]I. The product is [Br:1][C:2]1[CH:7]=[CH:6][C:5]([CH2:8][O:9][CH3:14])=[C:4]([CH2:10][CH3:11])[CH:3]=1. The yield is 0.690. (2) The product is [Cl:1][C:2]1[CH:3]=[C:4]([C:13]2[N:18]=[C:17]([CH3:19])[N:16]=[C:15]([N:20]([CH2:21][C:22]3[CH:23]=[CH:24][C:25]([O:28][CH3:29])=[CH:26][CH:27]=3)[CH2:30][C:31]3[CH:32]=[CH:33][C:34]([O:37][CH3:38])=[CH:35][CH:36]=3)[N:14]=2)[C:5]([F:8])=[N:6][CH:7]=1. The catalyst is C(O)C.O.CC(P(C(C)(C)C)C1C=CC(N(C)C)=CC=1)(C)C.CC(P(C(C)(C)C)C1C=CC(N(C)C)=CC=1)(C)C.Cl[Pd]Cl. The reactants are [Cl:1][C:2]1[CH:3]=[C:4](B(O)O)[C:5]([F:8])=[N:6][CH:7]=1.Cl[C:13]1[N:18]=[C:17]([CH3:19])[N:16]=[C:15]([N:20]([CH2:30][C:31]2[CH:36]=[CH:35][C:34]([O:37][CH3:38])=[CH:33][CH:32]=2)[CH2:21][C:22]2[CH:27]=[CH:26][C:25]([O:28][CH3:29])=[CH:24][CH:23]=2)[N:14]=1.C([O-])(=O)C.[K+]. The yield is 0.554. (3) The reactants are [Cl:1][C:2]1[CH:7]=[CH:6][N:5]=[C:4]([C:8]([OH:10])=O)[CH:3]=1.[CH:11]1([N:14]2[C:18]([C:19]3[N:24]=[C:23]([NH2:25])[CH:22]=[CH:21][CH:20]=3)=[CH:17][N:16]=[CH:15]2)[CH2:13][CH2:12]1.F[P-](F)(F)(F)(F)F.N1(OC(N(C)C)=[N+](C)C)C2N=CC=CC=2N=N1.CN1CCOCC1. The catalyst is CN(C)C=O. The product is [Cl:1][C:2]1[CH:7]=[CH:6][N:5]=[C:4]([C:8]([NH:25][C:23]2[CH:22]=[CH:21][CH:20]=[C:19]([C:18]3[N:14]([CH:11]4[CH2:13][CH2:12]4)[CH:15]=[N:16][CH:17]=3)[N:24]=2)=[O:10])[CH:3]=1. The yield is 0.470. (4) The reactants are [N+:1]([C:4]1[CH:16]=[CH:15][C:7]([O:8][CH:9]2[CH2:14][CH2:13][NH:12][CH2:11][CH2:10]2)=[C:6]([C:17]([F:20])([F:19])[F:18])[CH:5]=1)([O-:3])=[O:2].[O:21]1[CH2:24][C:23](=O)[CH2:22]1.C(O[BH-](OC(=O)C)OC(=O)C)(=O)C.[Na+].C([O-])(O)=O.[Na+]. The catalyst is ClCCCl.C(Cl)Cl. The product is [N+:1]([C:4]1[CH:16]=[CH:15][C:7]([O:8][CH:9]2[CH2:14][CH2:13][N:12]([CH:23]3[CH2:24][O:21][CH2:22]3)[CH2:11][CH2:10]2)=[C:6]([C:17]([F:20])([F:18])[F:19])[CH:5]=1)([O-:3])=[O:2]. The yield is 0.770.